Dataset: Full USPTO retrosynthesis dataset with 1.9M reactions from patents (1976-2016). Task: Predict the reactants needed to synthesize the given product. (1) Given the product [CH2:4]=[CH:5][CH2:6][CH:7]([O:3][CH2:8][C:9]1[CH:14]=[CH:13][CH:12]=[CH:11][CH:10]=1)[CH2:4][CH2:5][CH2:6][CH3:7], predict the reactants needed to synthesize it. The reactants are: [H-].[Na+].[O:3]1[CH2:7][CH2:6][CH2:5][CH2:4]1.[CH2:8](Br)[C:9]1[CH:14]=[CH:13][CH:12]=[CH:11][CH:10]=1. (2) Given the product [CH3:16][O:15][C:5]1[C:6]2[O:10][C:9]([C:11]([F:14])([F:13])[F:12])=[CH:8][C:7]=2[C:2]([C:18]2[CH:19]=[C:20]3[C:25](=[CH:26][CH:27]=2)[NH:24][C:23](=[O:28])[CH:22]=[CH:21]3)=[CH:3][CH:4]=1, predict the reactants needed to synthesize it. The reactants are: Br[C:2]1[C:7]2[CH:8]=[C:9]([C:11]([F:14])([F:13])[F:12])[O:10][C:6]=2[C:5]([O:15][CH3:16])=[CH:4][CH:3]=1.Br[C:18]1[CH:19]=[C:20]2[C:25](=[CH:26][CH:27]=1)[NH:24][C:23](=[O:28])[CH:22]=[CH:21]2. (3) The reactants are: [Br:1]N1C(=O)NC(=O)N(Br)C1=O.CN(C=O)C.[F:17][C:18]1[CH:23]=[CH:22][C:21]([C:24]2[CH:29]=[CH:28][C:27]([CH:30]=[O:31])=[C:26]([O:32][CH3:33])[CH:25]=2)=[CH:20][CH:19]=1. Given the product [Br:1][C:29]1[CH:28]=[C:27]([CH:30]=[O:31])[C:26]([O:32][CH3:33])=[CH:25][C:24]=1[C:21]1[CH:20]=[CH:19][C:18]([F:17])=[CH:23][CH:22]=1, predict the reactants needed to synthesize it. (4) Given the product [Cl-:39].[CH2:2]([C:4]1[C:17]2[C:8](=[S+:9][C:10]3[C:15]([N:16]=2)=[C:14]([CH3:18])[CH:13]=[C:12]([N:19]2[CH2:24][CH2:23][O:22][CH2:21][CH2:20]2)[CH:11]=3)[CH:7]=[C:6]([N:25]2[CH2:31][CH2:30][CH2:29][NH:28][CH2:27][CH2:26]2)[CH:5]=1)[CH3:3], predict the reactants needed to synthesize it. The reactants are: [I-].[CH2:2]([C:4]1[C:17]2[C:8](=[S+:9][C:10]3[C:15]([N:16]=2)=[C:14]([CH3:18])[CH:13]=[C:12]([N:19]2[CH2:24][CH2:23][O:22][CH2:21][CH2:20]2)[CH:11]=3)[CH:7]=[C:6]([N:25]2[CH2:31][CH2:30][CH2:29][N:28](C(OC(C)(C)C)=O)[CH2:27][CH2:26]2)[CH:5]=1)[CH3:3].[Cl:39]CCl. (5) Given the product [Cl:25][C:10]1[C:9](=[O:21])[N:8]([C:4]2[CH:5]=[CH:6][CH:7]=[C:2]([Cl:1])[CH:3]=2)[C:12](=[O:13])[C:11]=1[C:14]1[CH:19]=[CH:18][CH:17]=[CH:16][CH:15]=1, predict the reactants needed to synthesize it. The reactants are: [Cl:1][C:2]1[CH:3]=[C:4]([N:8]2[C:12](=[O:13])[C:11]([C:14]3[CH:19]=[CH:18][CH:17]=[CH:16][CH:15]=3)=[C:10](O)[C:9]2=[O:21])[CH:5]=[CH:6][CH:7]=1.C(Cl)(=O)C([Cl:25])=O. (6) Given the product [CH3:1][C:2]1[CH:7]=[CH:6][C:5]([C:8]2[O:9][C:10]([CH3:13])=[N:11][N:12]=2)=[CH:4][C:3]=1[C:14]1[CH:15]=[CH:16][C:17]([C:20]([NH:32][C:28]2[CH:29]=[CH:30][CH:31]=[C:26]([C:25]([NH:24][CH3:23])=[O:33])[CH:27]=2)=[O:22])=[CH:18][CH:19]=1, predict the reactants needed to synthesize it. The reactants are: [CH3:1][C:2]1[CH:7]=[CH:6][C:5]([C:8]2[O:9][C:10]([CH3:13])=[N:11][N:12]=2)=[CH:4][C:3]=1[C:14]1[CH:19]=[CH:18][C:17]([C:20]([OH:22])=O)=[CH:16][CH:15]=1.[CH3:23][NH:24][C:25](=[O:33])[C:26]1[CH:31]=[CH:30][CH:29]=[C:28]([NH2:32])[CH:27]=1. (7) Given the product [Br:1][C:2]1[CH:7]=[CH:6][N:5]=[C:4]([NH:8][C:16]([CH:18]2[CH2:19][CH2:20]2)=[O:17])[CH:3]=1, predict the reactants needed to synthesize it. The reactants are: [Br:1][C:2]1[CH:7]=[CH:6][N:5]=[C:4]([N:8]([C:16]([CH:18]2[CH2:20][CH2:19]2)=[O:17])C(=O)OC(C)(C)C)[CH:3]=1.FC(F)(F)C(O)=O.O.C([O-])(O)=O.[Na+].